This data is from Peptide-MHC class I binding affinity with 185,985 pairs from IEDB/IMGT. The task is: Regression. Given a peptide amino acid sequence and an MHC pseudo amino acid sequence, predict their binding affinity value. This is MHC class I binding data. (1) The peptide sequence is ISPKSVAGRF. The MHC is H-2-Kb with pseudo-sequence H-2-Kb. The binding affinity (normalized) is 0.309. (2) The peptide sequence is IELPEKDSW. The MHC is HLA-B15:01 with pseudo-sequence HLA-B15:01. The binding affinity (normalized) is 0.